This data is from Reaction yield outcomes from USPTO patents with 853,638 reactions. The task is: Predict the reaction yield, written as a fraction of the theoretical maximum amount of product (1.0 means a 100% yield; for example, 0.34 means a 34% yield). (1) The reactants are C(N1CCCC(C#N)C1)(=O)C=C.[C:13]([N:17]1[CH2:22][C@H:21]([NH:23][C:24]2[C:25]3[CH:32]=[CH:31][N:30](C(C4C=CC=CC=4)(C4C=CC=CC=4)C4C=CC=CC=4)[C:26]=3[N:27]=[CH:28][N:29]=2)[CH2:20][CH:19]([C:52]#[N:53])[CH2:18]1)(=[O:16])[CH:14]=[CH2:15]. The catalyst is C(O)(C(F)(F)F)=O. The product is [N:27]1[C:26]2[NH:30][CH:31]=[CH:32][C:25]=2[C:24]([NH:23][C@H:21]2[CH2:22][N:17]([C:13](=[O:16])[CH:14]=[CH2:15])[CH2:18][CH:19]([C:52]#[N:53])[CH2:20]2)=[N:29][CH:28]=1. The yield is 0.100. (2) The reactants are [NH2:1][C:2]1[CH:3]=[C:4]([CH:21]=[CH:22][CH:23]=1)[O:5][C:6]1[CH:7]=[CH:8][C:9]2[N:10]([CH:12]=[C:13]([NH:15][C:16]([CH:18]3[CH2:20][CH2:19]3)=[O:17])[N:14]=2)[N:11]=1.[CH3:24][N:25]1[C:29]([C:30](Cl)=[O:31])=[CH:28][C:27]([CH3:33])=[N:26]1.O. The catalyst is CN(C)C(=O)C. The product is [CH:18]1([C:16]([NH:15][C:13]2[N:14]=[C:9]3[CH:8]=[CH:7][C:6]([O:5][C:4]4[CH:3]=[C:2]([NH:1][C:30]([C:29]5[N:25]([CH3:24])[N:26]=[C:27]([CH3:33])[CH:28]=5)=[O:31])[CH:23]=[CH:22][CH:21]=4)=[N:11][N:10]3[CH:12]=2)=[O:17])[CH2:20][CH2:19]1. The yield is 0.250. (3) The reactants are C(O)(=[O:3])C.[O:5]1[C:14]2[C:9](=[CH:10][CH:11]=[CH:12][CH:13]=2)[CH:8]=[CH:7][CH2:6]1.[OH-].[Na+].Cl. The catalyst is C(O)C. The product is [O:5]1[C:14]2[C:9](=[CH:10][C:11]([OH:3])=[CH:12][CH:13]=2)[CH:8]=[CH:7][CH2:6]1. The yield is 0.980. (4) The reactants are [H-].[Al+3].[Li+].[H-].[H-].[H-].[NH2:7][CH:8]([CH2:12][CH2:13][N:14]1[CH2:18][CH2:17][CH2:16][CH2:15]1)[C:9](O)=[O:10]. The catalyst is O1CCCC1. The product is [NH2:7][CH:8]([CH2:12][CH2:13][N:14]1[CH2:15][CH2:16][CH2:17][CH2:18]1)[CH2:9][OH:10]. The yield is 0.655. (5) The reactants are [C:1]([O:5][C:6]([C:8]([NH2:12])([OH:11])[CH2:9][CH3:10])=[O:7])([CH3:4])([CH3:3])[CH3:2].[CH3:13][CH2:14][C:15]1[CH:16]=[CH:17][CH:18]=[C:19]2[C:23]3[CH2:24][CH2:25][O:26][C:27]([CH2:30][C:31]([OH:33])=[O:32])([CH2:28][CH3:29])[C:22]=3[NH:21][C:20]=12.CCN=C=NCCCN(C)C.Cl.C(OCC)(=O)C. The catalyst is ClCCl.CN(C1C=CN=CC=1)C. The product is [C:6]([C:8]([NH2:12])([OH:11])[CH2:9][CH3:10])([O:5][C:1]([CH3:2])([CH3:4])[CH3:3])=[O:7].[CH3:13][CH2:14][C:15]1[CH:16]=[CH:17][CH:18]=[C:19]2[C:23]3[CH2:24][CH2:25][O:26][C:27]([CH2:30][C:31]([OH:33])=[O:32])([CH2:28][CH3:29])[C:22]=3[NH:21][C:20]=12. The yield is 0.960.